From a dataset of Forward reaction prediction with 1.9M reactions from USPTO patents (1976-2016). Predict the product of the given reaction. (1) Given the reactants [CH3:1][CH2:2][N:3]([CH:6]([CH2:8][N:9]1[C:18]2[CH:19]=[CH:20][CH:21]=[CH:22][C:17]=2[S:16][C:15]2[CH:14]=[CH:13][CH:12]=[CH:11][C:10]1=2)[CH3:7])[CH2:4][CH3:5].Cl.[OH-].[Na+], predict the reaction product. The product is: [CH3:5][CH2:4][N:3]([CH:6]([CH2:8][N:9]1[C:18]2[CH:19]=[CH:20][CH:21]=[CH:22][C:17]=2[S:16][C:15]2[CH:14]=[CH:13][CH:12]=[CH:11][C:10]1=2)[CH3:7])[CH2:2][CH3:1]. (2) Given the reactants [C:1]([O:5][C:6](=[O:15])[NH:7][C:8]1[CH:13]=[CH:12][C:11]([F:14])=[CH:10][CH:9]=1)([CH3:4])([CH3:3])[CH3:2].[H-].[Na+].Br[CH2:19][C:20]1[CH:25]=[CH:24][CH:23]=[C:22]([I:26])[CH:21]=1, predict the reaction product. The product is: [C:1]([O:5][C:6](=[O:15])[N:7]([C:8]1[CH:9]=[CH:10][C:11]([F:14])=[CH:12][CH:13]=1)[CH2:19][C:20]1[CH:25]=[CH:24][CH:23]=[C:22]([I:26])[CH:21]=1)([CH3:4])([CH3:2])[CH3:3]. (3) Given the reactants [CH3:1][C:2]1[CH:9]=[C:8]([C:10]2[CH:14]=[CH:13][NH:12][N:11]=2)[CH:7]=[CH:6][C:3]=1[C:4]#[N:5].Br[CH2:16][CH2:17][N:18]1[C:22](=[O:23])[C:21]2=[CH:24][CH:25]=[CH:26][CH:27]=[C:20]2[C:19]1=[O:28], predict the reaction product. The product is: [O:28]=[C:19]1[C:20]2[C:21](=[CH:24][CH:25]=[CH:26][CH:27]=2)[C:22](=[O:23])[N:18]1[CH2:17][CH2:16][N:12]1[CH:13]=[CH:14][C:10]([C:8]2[CH:7]=[CH:6][C:3]([C:4]#[N:5])=[C:2]([CH3:1])[CH:9]=2)=[N:11]1. (4) Given the reactants [Cl:1][C:2]1[CH:7]=[C:6]([Cl:8])[C:5]([O:9][C:10]2[N:14]([CH3:15])[N:13]=[C:12]([CH3:16])[C:11]=2[CH:17]=[O:18])=[CH:4][C:3]=1/[CH:19]=[CH:20]/[C:21]([O:23]C)=[O:22].O1CCCC1.[OH-].[Na+].Cl, predict the reaction product. The product is: [Cl:1][C:2]1[CH:7]=[C:6]([Cl:8])[C:5]([O:9][C:10]2[N:14]([CH3:15])[N:13]=[C:12]([CH3:16])[C:11]=2[CH:17]=[O:18])=[CH:4][C:3]=1/[CH:19]=[CH:20]/[C:21]([OH:23])=[O:22].